Dataset: Catalyst prediction with 721,799 reactions and 888 catalyst types from USPTO. Task: Predict which catalyst facilitates the given reaction. (1) Product: [N:27]1([C:18](=[N:20][C:21]2[CH:26]=[CH:25][CH:24]=[CH:23][CH:22]=2)[C:3]2[C:2](=[O:1])[CH:7]=[CH:6][N:5]([C:8]3[CH:13]=[CH:12][CH:11]=[C:10]([C:14]([F:17])([F:15])[F:16])[CH:9]=3)[N:4]=2)[C:31]2[CH:32]=[CH:33][CH:34]=[CH:35][C:30]=2[N:29]=[N:28]1. The catalyst class is: 2. Reactant: [O:1]=[C:2]1[CH:7]=[CH:6][N:5]([C:8]2[CH:13]=[CH:12][CH:11]=[C:10]([C:14]([F:17])([F:16])[F:15])[CH:9]=2)[N:4]=[C:3]1[C:18]([NH:20][C:21]1[CH:26]=[CH:25][CH:24]=[CH:23][CH:22]=1)=O.[NH:27]1[C:31]2[CH:32]=[CH:33][CH:34]=[CH:35][C:30]=2[N:29]=[N:28]1.S(Cl)(Cl)=O. (2) Product: [Br:1][C:2]1[CH:10]=[C:9]([CH2:11][Br:19])[C:5]2[S:6][CH:7]=[CH:8][C:4]=2[CH:3]=1. The catalyst class is: 340. Reactant: [Br:1][C:2]1[CH:10]=[C:9]([CH3:11])[C:5]2[S:6][CH:7]=[CH:8][C:4]=2[CH:3]=1.C1C(=O)N([Br:19])C(=O)C1. (3) Reactant: [I:1][C:2]1[C:6]([CH:7]=[O:8])=[CH:5][NH:4][N:3]=1.[C:9](=O)([O-])[O-].[K+].[K+].CI. Product: [I:1][C:2]1[N:3]([CH3:9])[N:4]=[CH:5][C:6]=1[CH:7]=[O:8]. The catalyst class is: 23. (4) Reactant: [C:1]([O:5][C:6]([N:8]1[CH2:13][CH2:12][C:11]2[S:14][C:15]([S:17](Cl)(=[O:19])=[O:18])=[CH:16][C:10]=2[CH2:9]1)=[O:7])([CH3:4])([CH3:3])[CH3:2].[NH2:21][C:22]1[CH:27]=[CH:26][CH:25]=[CH:24][C:23]=1[NH:28][S:29]([C:32]1[S:36][C:35]2[CH:37]=[CH:38][CH:39]=[CH:40][C:34]=2[CH:33]=1)(=[O:31])=[O:30].N1C=CC=CC=1. Product: [C:1]([O:5][C:6]([N:8]1[CH2:13][CH2:12][C:11]2[S:14][C:15]([S:17](=[O:19])(=[O:18])[NH:21][C:22]3[CH:27]=[CH:26][CH:25]=[CH:24][C:23]=3[NH:28][S:29]([C:32]3[S:36][C:35]4[CH:37]=[CH:38][CH:39]=[CH:40][C:34]=4[CH:33]=3)(=[O:31])=[O:30])=[CH:16][C:10]=2[CH2:9]1)=[O:7])([CH3:4])([CH3:3])[CH3:2]. The catalyst class is: 2. (5) The catalyst class is: 67. Product: [CH2:6]1[C@@H:5]2[CH2:10][CH:1]3[O:13][C:2](=[O:11])[CH:3]([CH2:4]2)[CH2:9][C@@H:7]1[CH2:8]3. Reactant: [CH:1]12[CH2:10][CH:5]3[CH2:6][CH:7]([CH2:9][CH:3]([CH2:4]3)[C:2]1=[O:11])[CH2:8]2.C([O-])([O-])=[O:13].C([O-])([O-])=O.OO.OO.OO.[Na+].[Na+].[Na+].[Na+].C([O-])(O[O-])=O.[Na+].[Na+].O. (6) Reactant: C(OC([N:8]1[CH2:12][CH2:11][CH2:10][C@@H:9]1[CH2:13][O:14][C:15]1[CH:20]=[CH:19][C:18]([O:21][CH2:22][C:23]2[CH:28]=[CH:27][C:26]([Cl:29])=[CH:25][C:24]=2[Cl:30])=[CH:17][CH:16]=1)=O)(C)(C)C.Cl.CCOCC. Product: [ClH:29].[Cl:30][C:24]1[CH:25]=[C:26]([Cl:29])[CH:27]=[CH:28][C:23]=1[CH2:22][O:21][C:18]1[CH:19]=[CH:20][C:15]([O:14][CH2:13][C@H:9]2[CH2:10][CH2:11][CH2:12][NH:8]2)=[CH:16][CH:17]=1. The catalyst class is: 5. (7) Product: [Br:13][C:14]1[CH:23]=[C:22]([Br:24])[C:21]([CH2:25][CH2:2][O:4][C:5]([O:6][CH3:7])=[O:11])=[C:20]2[C:15]=1[CH:16]=[CH:17][CH:18]=[N:19]2. The catalyst class is: 12. Reactant: Cl[C:2](Cl)([O:4][C:5](=[O:11])[O:6][C:7](Cl)(Cl)Cl)Cl.[Br:13][C:14]1[CH:23]=[C:22]([Br:24])[C:21]([CH2:25]CO)=[C:20]2[C:15]=1[CH:16]=[CH:17][CH:18]=[N:19]2. (8) Reactant: [Cl:1][C:2]1[O:3][C:4]([CH2:14][CH2:15][C:16](OCC)=[O:17])=[C:5]([C:7]2[CH:12]=[CH:11][C:10]([Cl:13])=[CH:9][CH:8]=2)[N:6]=1.[H-].C([Al+]CC(C)C)C(C)C. Product: [Cl:1][C:2]1[O:3][C:4]([CH2:14][CH2:15][CH2:16][OH:17])=[C:5]([C:7]2[CH:8]=[CH:9][C:10]([Cl:13])=[CH:11][CH:12]=2)[N:6]=1. The catalyst class is: 207.